Predict the reaction yield, written as a fraction of the theoretical maximum amount of product (1.0 means a 100% yield; for example, 0.34 means a 34% yield). From a dataset of Reaction yield outcomes from USPTO patents with 853,638 reactions. The reactants are FC(F)(F)C(O)=O.C([O:12][CH2:13][C@H:14]([NH:21][C:22](=[O:44])[C:23]1[CH:28]=[CH:27][C:26]([O:29][CH3:30])=[C:25](/[CH:31]=[CH:32]/[C:33]2[CH:38]=[CH:37][C:36]([O:39][C:40]([F:43])([F:42])[F:41])=[CH:35][CH:34]=2)[CH:24]=1)[C:15](=[O:20])[NH:16][CH2:17][CH2:18][OH:19])(C)(C)C. No catalyst specified. The product is [OH:12][CH2:13][C@H:14]([NH:21][C:22](=[O:44])[C:23]1[CH:28]=[CH:27][C:26]([O:29][CH3:30])=[C:25](/[CH:31]=[CH:32]/[C:33]2[CH:38]=[CH:37][C:36]([O:39][C:40]([F:42])([F:43])[F:41])=[CH:35][CH:34]=2)[CH:24]=1)[C:15](=[O:20])[NH:16][CH2:17][CH2:18][OH:19]. The yield is 0.570.